The task is: Regression. Given a peptide amino acid sequence and an MHC pseudo amino acid sequence, predict their binding affinity value. This is MHC class I binding data.. This data is from Peptide-MHC class I binding affinity with 185,985 pairs from IEDB/IMGT. (1) The peptide sequence is AMPKTIYEL. The MHC is HLA-A80:01 with pseudo-sequence HLA-A80:01. The binding affinity (normalized) is 0.0847. (2) The peptide sequence is DEQEFFYSQ. The MHC is HLA-A02:12 with pseudo-sequence HLA-A02:12. The binding affinity (normalized) is 0.0847.